From a dataset of Forward reaction prediction with 1.9M reactions from USPTO patents (1976-2016). Predict the product of the given reaction. (1) Given the reactants Cl[C:2]1[CH:11]=[CH:10][C:9](F)=[C:8]2[C:3]=1[CH:4]=[C:5]([O:13][S:14]([C:17]([F:20])([F:19])[F:18])(=[O:16])=[O:15])[N:6]=[CH:7]2.[F:21][C:22]([F:36])([F:35])[O:23]C1C=C2C(C=C(O)N=C2)=CC=1.S(OS(C(F)(F)F)(=O)=O)(C(F)(F)F)(=O)=O.CCN(CC)CC, predict the reaction product. The product is: [F:21][C:22]([F:36])([F:35])[O:23][C:10]1[CH:9]=[C:8]2[C:3]([CH:4]=[C:5]([O:13][S:14]([C:17]([F:20])([F:19])[F:18])(=[O:16])=[O:15])[N:6]=[CH:7]2)=[CH:2][CH:11]=1. (2) The product is: [CH3:18][C:15]1[CH:14]=[CH:13][C:12]([C:11]([N:10]=[C:8]2[N:7]([CH:20]([CH2:25][CH3:26])[C:21]([O:23][CH3:24])=[O:22])[C:6]3[CH:27]=[C:2]([O:1][CH2:29][CH2:30][CH3:31])[CH:3]=[CH:4][C:5]=3[S:9]2)=[O:19])=[CH:17][CH:16]=1. Given the reactants [OH:1][C:2]1[CH:3]=[CH:4][C:5]2[S:9][C:8](=[N:10][C:11](=[O:19])[C:12]3[CH:17]=[CH:16][C:15]([CH3:18])=[CH:14][CH:13]=3)[N:7]([CH:20]([CH2:25][CH3:26])[C:21]([O:23][CH3:24])=[O:22])[C:6]=2[CH:27]=1.I[CH2:29][CH2:30][CH3:31].C(=O)([O-])[O-].[K+].[K+], predict the reaction product. (3) Given the reactants C(O[CH:4](OCC)/[CH:5]=[CH:6]/[CH3:7])C.[C:11]([C@H:17]([C@@H:19]([C:21]([O:23][CH:24]([CH3:26])[CH3:25])=[O:22])[OH:20])[OH:18])([O:13][CH:14]([CH3:16])[CH3:15])=[O:12], predict the reaction product. The product is: [CH:5](/[CH:4]1[O:20][C@H:19]([C:21]([O:23][CH:24]([CH3:26])[CH3:25])=[O:22])[C@@H:17]([C:11]([O:13][CH:14]([CH3:15])[CH3:16])=[O:12])[O:18]1)=[CH:6]\[CH3:7]. (4) The product is: [CH3:8][O:9][C:10](=[O:24])[CH:11]([OH:23])[CH2:12][CH2:13][CH2:14][NH2:15]. Given the reactants C(O)(C(F)(F)F)=O.[CH3:8][O:9][C:10](=[O:24])[CH:11]([OH:23])[CH2:12][CH2:13][CH2:14][NH:15]C(OC(C)(C)C)=O, predict the reaction product. (5) Given the reactants Br[C:2]1[CH:3]=[CH:4][C:5]2[O:14][CH2:13][CH2:12][N:11]3[C:7](=[N:8][C:9]([C:15]4[CH:20]=[C:19]([CH3:21])[CH:18]=[CH:17][N:16]=4)=[CH:10]3)[C:6]=2[CH:22]=1.[CH:23]([N:26]1[CH2:31][CH2:30][CH:29]([SH:32])[CH2:28][CH2:27]1)([CH3:25])[CH3:24].CC1(C)C2C(=C(P(C3C=CC=CC=3)C3C=CC=CC=3)C=CC=2)OC2C(P(C3C=CC=CC=3)C3C=CC=CC=3)=CC=CC1=2.CCN(C(C)C)C(C)C, predict the reaction product. The product is: [CH:23]([N:26]1[CH2:31][CH2:30][CH:29]([S:32][C:2]2[CH:3]=[CH:4][C:5]3[O:14][CH2:13][CH2:12][N:11]4[C:7](=[N:8][C:9]([C:15]5[CH:20]=[C:19]([CH3:21])[CH:18]=[CH:17][N:16]=5)=[CH:10]4)[C:6]=3[CH:22]=2)[CH2:28][CH2:27]1)([CH3:25])[CH3:24].